Dataset: Catalyst prediction with 721,799 reactions and 888 catalyst types from USPTO. Task: Predict which catalyst facilitates the given reaction. (1) Reactant: Br[C:2]1[O:3][C:4]2[CH:10]=[CH:9][C:8]([CH2:11][C:12]([NH:14][CH:15]([C:22]3[CH:27]=[CH:26][C:25]([Cl:28])=[CH:24][C:23]=3[CH3:29])[C:16]3[CH:21]=[CH:20][CH:19]=[CH:18][CH:17]=3)=[O:13])=[CH:7][C:5]=2[CH:6]=1.[N:30]1[CH:35]=[C:34](B(O)O)[CH:33]=[N:32][CH:31]=1.C([O-])([O-])=O.[K+].[K+].O. Product: [Cl:28][C:25]1[CH:26]=[CH:27][C:22]([CH:15]([C:16]2[CH:17]=[CH:18][CH:19]=[CH:20][CH:21]=2)[NH:14][C:12](=[O:13])[CH2:11][C:8]2[CH:9]=[CH:10][C:4]3[O:3][C:2]([C:34]4[CH:35]=[N:30][CH:31]=[N:32][CH:33]=4)=[CH:6][C:5]=3[CH:7]=2)=[C:23]([CH3:29])[CH:24]=1. The catalyst class is: 117. (2) Reactant: [Cl:1][C:2]1[CH:7]=[C:6]([N+:8]([O-])=O)[CH:5]=[C:4]([C:11]([F:14])([F:13])[F:12])[C:3]=1[S:15][C:16]1[CH:25]=[CH:24][C:19]([C:20]([O:22][CH3:23])=[O:21])=[CH:18][CH:17]=1.[Cl-].[NH4+].CO. Product: [NH2:8][C:6]1[CH:5]=[C:4]([C:11]([F:12])([F:13])[F:14])[C:3]([S:15][C:16]2[CH:25]=[CH:24][C:19]([C:20]([O:22][CH3:23])=[O:21])=[CH:18][CH:17]=2)=[C:2]([Cl:1])[CH:7]=1. The catalyst class is: 150.